Dataset: Forward reaction prediction with 1.9M reactions from USPTO patents (1976-2016). Task: Predict the product of the given reaction. (1) Given the reactants CN(/[CH:4]=[C:5]1\[CH2:6][C:7]([C:14]2[C:22]3[C:21]4[CH:23]=[CH:24][CH:25]=[CH:26][C:20]=4[O:19][C:18]=3[C:17]([O:27][CH3:28])=[CH:16][CH:15]=2)([C:12]#[N:13])[CH2:8][CH2:9][C:10]\1=O)C.[CH2:29]([N:33]=[C:34]([NH2:36])[NH2:35])[C:30]([OH:32])=[O:31].[OH-].[Na+], predict the reaction product. The product is: [C:12]([C:7]1([C:14]2[C:22]3[C:21]4[CH:23]=[CH:24][CH:25]=[CH:26][C:20]=4[O:19][C:18]=3[C:17]([O:27][CH3:28])=[CH:16][CH:15]=2)[CH2:8][CH2:9][C:10]2[N:36]=[C:34]([NH:33][CH2:29][C:30]([OH:32])=[O:31])[N:35]=[CH:4][C:5]=2[CH2:6]1)#[N:13]. (2) The product is: [OH:8][C@H:9]([C@@H:27]([NH2:35])[CH2:28][CH:29]1[CH2:34][CH2:33][CH2:32][CH2:31][CH2:30]1)[CH2:10][N:11]([CH2:20][C:21]1[CH:26]=[CH:25][CH:24]=[CH:23][CH:22]=1)[NH2:12]. Given the reactants Cl.O1CCOCC1.[OH:8][C@H:9]([C@@H:27]([NH:35]C(OC(C)(C)C)=O)[CH2:28][CH:29]1[CH2:34][CH2:33][CH2:32][CH2:31][CH2:30]1)[CH2:10][N:11]([CH2:20][C:21]1[CH:26]=[CH:25][CH:24]=[CH:23][CH:22]=1)[NH:12]C(OC(C)(C)C)=O, predict the reaction product. (3) Given the reactants [CH3:1][O:2][C:3]([C:5]1[C:6]([OH:30])=[C:7]2[C:12](=[C:13](Br)[N:14]=1)[N:11]([CH2:16][C:17]1[CH:22]=[CH:21][CH:20]=[CH:19][CH:18]=1)[C:10](=[O:23])[C:9]([C:24]1[CH:29]=[CH:28][CH:27]=[CH:26][CH:25]=1)=[CH:8]2)=[O:4].C([Sn](CCCC)(CCCC)[C:36]1[N:37]=[N:38][CH:39]=[CH:40][CH:41]=1)CCC.CCOC(C)=O.Cl, predict the reaction product. The product is: [CH3:1][O:2][C:3]([C:5]1[C:6]([OH:30])=[C:7]2[C:12](=[C:13]([C:36]3[N:37]=[N:38][CH:39]=[CH:40][CH:41]=3)[N:14]=1)[N:11]([CH2:16][C:17]1[CH:22]=[CH:21][CH:20]=[CH:19][CH:18]=1)[C:10](=[O:23])[C:9]([C:24]1[CH:29]=[CH:28][CH:27]=[CH:26][CH:25]=1)=[CH:8]2)=[O:4]. (4) Given the reactants [Cl:1][C:2]1[CH:10]=[C:9]([Cl:11])[C:8]([Cl:12])=[CH:7][C:3]=1[C:4]([OH:6])=[O:5].S(=O)(=O)(O)O.[CH3:18][C:19](=[CH2:21])[CH3:20].C([O-])(O)=O.[Na+], predict the reaction product. The product is: [Cl:1][C:2]1[CH:10]=[C:9]([Cl:11])[C:8]([Cl:12])=[CH:7][C:3]=1[C:4]([O:6][C:19]([CH3:21])([CH3:20])[CH3:18])=[O:5]. (5) Given the reactants [CH3:1][C:2]1([CH3:21])[C:6]2[C:7]([O:11][C:12]3[N:17]=[CH:16][C:15]([N+:18]([O-])=O)=[CH:14][N:13]=3)=[CH:8][CH:9]=[CH:10][C:5]=2[O:4][CH2:3]1.[Cl-].[NH4+], predict the reaction product. The product is: [CH3:1][C:2]1([CH3:21])[C:6]2[C:7]([O:11][C:12]3[N:13]=[CH:14][C:15]([NH2:18])=[CH:16][N:17]=3)=[CH:8][CH:9]=[CH:10][C:5]=2[O:4][CH2:3]1. (6) Given the reactants C(Cl)(=O)C(Cl)=O.[CH2:7]([O:14][C:15]1[CH:20]=[CH:19][C:18]([C:21]2[N:25]([C:26]3[CH:31]=[CH:30][C:29]([Cl:32])=[CH:28][C:27]=3[Cl:33])[N:24]=[C:23]([C:34]([OH:36])=[O:35])[C:22]=2[CH3:37])=[CH:17][CH:16]=1)[C:8]1[CH:13]=[CH:12][CH:11]=[CH:10][CH:9]=1.[Cl:38][C:39]([Cl:43])([Cl:42])[CH2:40]O.CCN(C(C)C)C(C)C, predict the reaction product. The product is: [CH2:7]([O:14][C:15]1[CH:16]=[CH:17][C:18]([C:21]2[N:25]([C:26]3[CH:31]=[CH:30][C:29]([Cl:32])=[CH:28][C:27]=3[Cl:33])[N:24]=[C:23]([C:34]([O:36][CH2:40][C:39]([Cl:43])([Cl:42])[Cl:38])=[O:35])[C:22]=2[CH3:37])=[CH:19][CH:20]=1)[C:8]1[CH:9]=[CH:10][CH:11]=[CH:12][CH:13]=1.